Dataset: Reaction yield outcomes from USPTO patents with 853,638 reactions. Task: Predict the reaction yield, written as a fraction of the theoretical maximum amount of product (1.0 means a 100% yield; for example, 0.34 means a 34% yield). The reactants are [O:1]=[C:2]1[C:10]2[C:5](=[CH:6][CH:7]=[CH:8][CH:9]=2)[C:4](=[O:11])[N:3]1[CH2:12][CH2:13][CH2:14][C@H:15]1[C:19](=O)[O:18][CH2:17][N:16]1[C:21]([O:23][CH2:24][C:25]1[CH:30]=[CH:29][CH:28]=[CH:27][CH:26]=1)=[O:22].[SiH](CC)(CC)CC.ClC(OC(C)(C)C)=O.Cl. The catalyst is C(Cl)Cl. The yield is 0.450. The product is [O:11]=[C:4]1[C:5]2[C:10](=[CH:9][CH:8]=[CH:7][CH:6]=2)[C:2](=[O:1])[N:3]1[CH2:12][CH2:13][CH2:14][C@H:15]([N:16]([CH3:17])[C:21](=[O:22])[O:23][CH2:24][C:25]1[CH:26]=[CH:27][CH:28]=[CH:29][CH:30]=1)[CH2:19][OH:18].